The task is: Predict the reaction yield, written as a fraction of the theoretical maximum amount of product (1.0 means a 100% yield; for example, 0.34 means a 34% yield).. This data is from Reaction yield outcomes from USPTO patents with 853,638 reactions. The reactants are [Cl:1][C:2]1[CH:3]=[C:4]([CH:7]=[C:8]([F:11])[C:9]=1[OH:10])[CH:5]=[O:6].[OH-].[K+].I[CH2:15][CH3:16]. The catalyst is C1COCC1.O. The product is [Cl:1][C:2]1[CH:3]=[C:4]([CH:7]=[C:8]([F:11])[C:9]=1[O:10][CH2:15][CH3:16])[CH:5]=[O:6]. The yield is 0.980.